This data is from Peptide-MHC class I binding affinity with 185,985 pairs from IEDB/IMGT. The task is: Regression. Given a peptide amino acid sequence and an MHC pseudo amino acid sequence, predict their binding affinity value. This is MHC class I binding data. (1) The peptide sequence is SILSPFLPLL. The MHC is HLA-A68:02 with pseudo-sequence HLA-A68:02. The binding affinity (normalized) is 0.200. (2) The peptide sequence is NPLEIYQEI. The MHC is HLA-B57:01 with pseudo-sequence HLA-B57:01. The binding affinity (normalized) is 0.0847. (3) The peptide sequence is YIFWIRTPR. The MHC is HLA-A02:01 with pseudo-sequence HLA-A02:01. The binding affinity (normalized) is 0.0847. (4) The peptide sequence is HSKKKCDEF. The MHC is HLA-B08:01 with pseudo-sequence HLA-B08:01. The binding affinity (normalized) is 0.381. (5) The peptide sequence is KAMSTPFSL. The MHC is HLA-B57:01 with pseudo-sequence HLA-B57:01. The binding affinity (normalized) is 0.589. (6) The peptide sequence is LRPNGKKK. The MHC is HLA-B27:05 with pseudo-sequence HLA-B27:05. The binding affinity (normalized) is 0. (7) The peptide sequence is NLLLLFVTI. The MHC is HLA-A02:02 with pseudo-sequence HLA-A02:02. The binding affinity (normalized) is 0.438.